Dataset: NCI-60 drug combinations with 297,098 pairs across 59 cell lines. Task: Regression. Given two drug SMILES strings and cell line genomic features, predict the synergy score measuring deviation from expected non-interaction effect. (1) Drug 1: CC(C)(C#N)C1=CC(=CC(=C1)CN2C=NC=N2)C(C)(C)C#N. Drug 2: C(CN)CNCCSP(=O)(O)O. Cell line: IGROV1. Synergy scores: CSS=-3.12, Synergy_ZIP=1.03, Synergy_Bliss=-1.18, Synergy_Loewe=-3.44, Synergy_HSA=-3.43. (2) Drug 1: C1CNP(=O)(OC1)N(CCCl)CCCl. Drug 2: C1CCC(C(C1)N)N.C(=O)(C(=O)[O-])[O-].[Pt+4]. Cell line: IGROV1. Synergy scores: CSS=0.305, Synergy_ZIP=-5.05, Synergy_Bliss=-9.30, Synergy_Loewe=-19.0, Synergy_HSA=-8.36. (3) Drug 1: C1=CC(=CC=C1C#N)C(C2=CC=C(C=C2)C#N)N3C=NC=N3. Drug 2: CC1=C(C=C(C=C1)C(=O)NC2=CC(=CC(=C2)C(F)(F)F)N3C=C(N=C3)C)NC4=NC=CC(=N4)C5=CN=CC=C5. Cell line: BT-549. Synergy scores: CSS=-2.19, Synergy_ZIP=4.93, Synergy_Bliss=1.99, Synergy_Loewe=0.225, Synergy_HSA=-4.12.